Dataset: Experimentally validated miRNA-target interactions with 360,000+ pairs, plus equal number of negative samples. Task: Binary Classification. Given a miRNA mature sequence and a target amino acid sequence, predict their likelihood of interaction. (1) The miRNA is hsa-miR-2277-3p with sequence UGACAGCGCCCUGCCUGGCUC. The protein sequence of the target gene is MRSEKEGAGGLRAAVAARGPSGREKLSALEVQFHRDSQQQEAETPPTSSSGCGGGAGKPREEKRTALSKVVIRRLPPGLTKEQLEEQLRPLPAHDYFEFFAADLSLYPHLYSRAYINFRNPDDILLFRDRFDGYIFLDSKGLEYPAVVEFAPFQKIAKKKLRKKDAKTGSIEDDPEYKKFLETYCVEEEKTSANPETLLGEMEAKTRELIARRTTPLLEYIKNRKLEKQRIREEKREERRRRELEKKRLREEEKRRRREEERCKKKETDKQKKIAEKEVRIKLLKKPEKGEEPTTEKPKE.... Result: 1 (interaction). (2) The miRNA is hsa-miR-6769a-3p with sequence GAGCCCCUCUCUGCUCUCCAG. The protein sequence of the target gene is MAWLRLQPLTSAFLHFGLVTFVLFLNGLRAEAGGSGDVPSTGQNNESCSGSSDCKEGVILPIWYPENPSLGDKIARVIVYFVALIYMFLGVSIIADRFMASIEVITSQEREVTIKKPNGETSTTTIRVWNETVSNLTLMALGSSAPEILLSLIEVCGHGFIAGDLGPSTIVGSAAFNMFIIIGICVYVIPDGETRKIKHLRVFFITAAWSIFAYIWLYMILAVFSPGVVQVWEGLLTLFFFPVCVLLAWVADKRLLFYKYMHKKYRTDKHRGIIIETEGDHPKGIEMDGKMMNSHFLDGN.... Result: 1 (interaction). (3) The miRNA is hsa-miR-550b-2-5p with sequence AUGUGCCUGAGGGAGUAAGACA. The protein sequence of the target gene is MEAPGVLLVMGVSGSGKSTVGALLASKLGWKFYDADDYHSEENRIKMAKGVPLSDQDRIPWLCTLHDILLRDVALGQPVVLACSALKKTYRDILIRGGSDAPLKSDDSAKEPLAGGKLLVVYLCGSFDIIYGRLLQRKGHFMPPELLQSQFSILEPPSAPENFIQVSVDKSLPEITAAVMEALK. Result: 0 (no interaction). (4) The miRNA is hsa-miR-215-5p with sequence AUGACCUAUGAAUUGACAGAC. The protein sequence of the target gene is MLSSTDFTFASWELVVRVDHPNEEQQKDVTLRVSGDLHVGGVMLKLVEQINISQDWSDFALWWEQKHCWLLKTHWTLDKYGVQADAKLLFTPQHKMLRLRLPNLKMVRLRVSFSAVVFKAVSDICKILNIRRSEELSLLKPSGDYFKKKKKKDKNNKEPIIEDILNLESSPTASGSSVSPGLYSKTMTPIYDPINGTPASSTMTWFSDSPLTEQNCSILAFSQPPQSPEALADMYQPRSLVDKAKLNAGWLDSSRSLMEQGIQEDEQLLLRFKYYSFFDLNPKYDAVRINQLYEQARWAI.... Result: 1 (interaction).